Task: Predict the product of the given reaction.. Dataset: Forward reaction prediction with 1.9M reactions from USPTO patents (1976-2016) (1) Given the reactants [C@@H:1]12[CH2:6][C@@H:5]1[CH2:4][NH:3][C@@H:2]2[CH2:7][NH:8][C:9]([C:11]1[CH:12]=[CH:13][CH:14]=[C:15]2[O:19][CH:18]=[CH:17][C:16]=12)=[O:10].[CH3:20][O:21][C:22]1[CH:27]=[CH:26][C:25]([C:28]2[O:32][CH:31]=[N:30][C:29]=2[C:33](O)=[O:34])=[CH:24][CH:23]=1, predict the reaction product. The product is: [CH3:20][O:21][C:22]1[CH:23]=[CH:24][C:25]([C:28]2[O:32][CH:31]=[N:30][C:29]=2[C:33]([N:3]2[CH2:4][C@@H:5]3[C@@H:1]([CH2:6]3)[C@H:2]2[CH2:7][NH:8][C:9]([C:11]2[CH:12]=[CH:13][CH:14]=[C:15]3[O:19][CH:18]=[CH:17][C:16]=23)=[O:10])=[O:34])=[CH:26][CH:27]=1. (2) Given the reactants [Cl:1][C:2]1[CH:10]=[CH:9][CH:8]=[CH:7][C:3]=1[C:4](O)=[O:5].O=S(Cl)[Cl:13], predict the reaction product. The product is: [Cl:1][C:2]1[CH:10]=[CH:9][CH:8]=[CH:7][C:3]=1[C:4]([Cl:13])=[O:5]. (3) Given the reactants [C:1]([C:5]1[CH:9]=[C:8]([NH:10][C:11]([NH:13][C:14]2[C:23]3[C:18](=[CH:19][CH:20]=[CH:21][CH:22]=3)[CH:17]=[CH:16][CH:15]=2)=[O:12])[N:7]([C:24]2[CH:29]=[CH:28][C:27]([OH:30])=[CH:26][CH:25]=2)[N:6]=1)([CH3:4])([CH3:3])[CH3:2].[CH3:31][O:32][C:33](=[O:36])[CH2:34]Cl, predict the reaction product. The product is: [C:1]([C:5]1[CH:9]=[C:8]([NH:10][C:11]([NH:13][C:14]2[C:23]3[C:18](=[CH:19][CH:20]=[CH:21][CH:22]=3)[CH:17]=[CH:16][CH:15]=2)=[O:12])[N:7]([C:24]2[CH:29]=[CH:28][C:27]([O:30][CH2:34][C:33]([O:32][CH3:31])=[O:36])=[CH:26][CH:25]=2)[N:6]=1)([CH3:4])([CH3:2])[CH3:3].